This data is from Peptide-MHC class II binding affinity with 134,281 pairs from IEDB. The task is: Regression. Given a peptide amino acid sequence and an MHC pseudo amino acid sequence, predict their binding affinity value. This is MHC class II binding data. (1) The peptide sequence is ARMWIQAATTMASYQ. The MHC is HLA-DQA10102-DQB10502 with pseudo-sequence HLA-DQA10102-DQB10502. The binding affinity (normalized) is 0. (2) The binding affinity (normalized) is 0.287. The peptide sequence is NNALQNLARTISEAG. The MHC is DRB1_0701 with pseudo-sequence DRB1_0701. (3) The peptide sequence is NYNCKILPNTLVLDF. The MHC is HLA-DPA10103-DPB10301 with pseudo-sequence HLA-DPA10103-DPB10301. The binding affinity (normalized) is 0. (4) The peptide sequence is YDKFLANVSYVLTGK. The MHC is DRB1_0404 with pseudo-sequence DRB1_0404. The binding affinity (normalized) is 0.495. (5) The peptide sequence is IFSKNLNIKLNMPLY. The MHC is DRB1_1501 with pseudo-sequence DRB1_1501. The binding affinity (normalized) is 0.694. (6) The peptide sequence is AAIHEMFVNTLVASS. The MHC is HLA-DQA10401-DQB10402 with pseudo-sequence HLA-DQA10401-DQB10402. The binding affinity (normalized) is 0.390. (7) The peptide sequence is IPTFLQEALNIALVA. The binding affinity (normalized) is 0.648. The MHC is DRB1_1302 with pseudo-sequence DRB1_1302. (8) The peptide sequence is GPTHLFRPSLVLDMAK. The MHC is H-2-IAb with pseudo-sequence H-2-IAb. The binding affinity (normalized) is 0.682.